Task: Predict the reactants needed to synthesize the given product.. Dataset: Full USPTO retrosynthesis dataset with 1.9M reactions from patents (1976-2016) (1) Given the product [CH3:32][S:29][C:27]1[NH:28][C:24]2[CH:23]=[C:22]([C:19]3[CH:20]=[CH:21][C:15]4[O:14][CH2:13][CH2:12][N:11]([C:4]5[C:5]6[C:10](=[CH:9][CH:8]=[CH:7][CH:6]=6)[N:1]=[CH:2][CH:3]=5)[CH2:17][C:16]=4[CH:18]=3)[CH:31]=[CH:30][C:25]=2[N:26]=1, predict the reactants needed to synthesize it. The reactants are: [N:1]1[C:10]2[C:5](=[CH:6][CH:7]=[CH:8][CH:9]=2)[C:4]([N:11]2[CH2:17][C:16]3[CH:18]=[C:19]([C:22]4[CH:31]=[CH:30][C:25]5[NH:26][C:27](=[S:29])[NH:28][C:24]=5[CH:23]=4)[CH:20]=[CH:21][C:15]=3[O:14][CH2:13][CH2:12]2)=[CH:3][CH:2]=1.[C:32](=O)([O-])[O-].[K+].[K+].CI.C(OCC)(=O)C. (2) Given the product [F:1][C:2]1[CH:7]=[C:6]([S:8]([CH3:11])(=[O:10])=[O:9])[CH:5]=[CH:4][C:3]=1[NH:12][C@H:13]1[CH2:19][CH2:18][CH2:17][CH2:16][N:15]([CH:20]2[CH2:25][CH2:24][NH:23][CH2:22][CH2:21]2)[C:14]1=[O:33], predict the reactants needed to synthesize it. The reactants are: [F:1][C:2]1[CH:7]=[C:6]([S:8]([CH3:11])(=[O:10])=[O:9])[CH:5]=[CH:4][C:3]=1[NH:12][C@H:13]1[CH2:19][CH2:18][CH2:17][CH2:16][N:15]([CH:20]2[CH2:25][CH2:24][N:23](C(OC(C)(C)C)=O)[CH2:22][CH2:21]2)[C:14]1=[O:33]. (3) The reactants are: C[O:2][C:3](=[O:28])[C:4]1[CH:9]=[CH:8][C:7]([CH:10]([S:18][C:19]2[CH:24]=[C:23]([CH3:25])[C:22]([Br:26])=[C:21]([CH3:27])[CH:20]=2)[CH2:11][CH2:12][CH2:13][C:14]([F:17])([F:16])[F:15])=[CH:6][CH:5]=1.Cl. Given the product [Br:26][C:22]1[C:23]([CH3:25])=[CH:24][C:19]([S:18][CH:10]([C:7]2[CH:6]=[CH:5][C:4]([C:3]([OH:28])=[O:2])=[CH:9][CH:8]=2)[CH2:11][CH2:12][CH2:13][C:14]([F:16])([F:17])[F:15])=[CH:20][C:21]=1[CH3:27], predict the reactants needed to synthesize it. (4) Given the product [Cl:1][C:2]1[C:7]([C:8]2[CH:13]=[CH:12][CH:11]=[CH:10][CH:9]=2)=[N:6][N:5]=[C:4]2[N:14]([CH2:23][C:24]([N:27]3[CH2:32][CH2:31][CH:30]([OH:33])[CH2:29][CH2:28]3)=[O:26])[N:15]=[C:16]([C:17]3[CH:22]=[CH:21][CH:20]=[CH:19][CH:18]=3)[C:3]=12, predict the reactants needed to synthesize it. The reactants are: [Cl:1][C:2]1[C:7]([C:8]2[CH:13]=[CH:12][CH:11]=[CH:10][CH:9]=2)=[N:6][N:5]=[C:4]2[N:14]([CH2:23][C:24]([OH:26])=O)[N:15]=[C:16]([C:17]3[CH:22]=[CH:21][CH:20]=[CH:19][CH:18]=3)[C:3]=12.[NH:27]1[CH2:32][CH2:31][CH:30]([OH:33])[CH2:29][CH2:28]1.C(N(C(C)C)CC)(C)C.F[P-](F)(F)(F)(F)F.N1(OC(N(C)C)=[N+](C)C)C2N=CC=CC=2N=N1. (5) Given the product [Cl:1][C:2]1[CH:7]=[C:6]2[C:5]([C:20]([C:19]3[CH:23]=[CH:24][C:16]([Cl:15])=[CH:17][CH:18]=3)([OH:26])[C:21](=[O:25])[NH:22]2)=[CH:4][CH:3]=1, predict the reactants needed to synthesize it. The reactants are: [Cl:1][C:2]1[CH:7]=[CH:6][C:5]([Mg]Br)=[CH:4][CH:3]=1.C(OCC)C.[Cl:15][C:16]1[CH:24]=[C:23]2[C:19]([C:20](=[O:26])[C:21](=[O:25])[NH:22]2)=[CH:18][CH:17]=1.